Dataset: Full USPTO retrosynthesis dataset with 1.9M reactions from patents (1976-2016). Task: Predict the reactants needed to synthesize the given product. (1) Given the product [CH3:19][C@@H:20]([C@@H:26]1[C@@:30]2([CH3:46])[C@@H:31]([OH:45])[CH2:32][C@@H:33]3[C@@:38]4([CH3:44])[CH2:39][CH2:40][C@@H:41]([OH:43])[CH2:42][C@H:37]4[CH2:36][CH2:35][C@@:34]3([CH3:11])[C@@H:29]2[CH2:28][CH2:27]1)[CH2:21][CH2:22][C:23]([O-:25])=[O:24].[Na+:6], predict the reactants needed to synthesize it. The reactants are: P([O-])([O-])([O-])=O.[Na+:6].[Na+].[Na+].[Cl-].[Na+].[CH2:11](O)C1C=CC=CC=1.[CH3:19][C@@H:20]([C@@H:26]1[C@@:30]2([CH3:46])[C@@H:31]([OH:45])[CH2:32][C@@H:33]3[C@@:38]4([CH3:44])[CH2:39][CH2:40][C@@H:41]([OH:43])[CH2:42][C@H:37]4[CH2:36][CH2:35][C@H:34]3[C@@H:29]2[CH2:28][CH2:27]1)[CH2:21][CH2:22][C:23]([OH:25])=[O:24]. (2) Given the product [NH4+:1].[NH4+:11].[NH:1]1[C:5]([C:6]2[NH:10][N:9]=[N:8][N:7]=2)=[N:4][N:3]=[N:2]1, predict the reactants needed to synthesize it. The reactants are: [NH:1]1[C:5]([C:6]2[NH:10][N:9]=[N:8][N:7]=2)=[N:4][N:3]=[N:2]1.[N:11]#CC#N.[N-]=[N+]=[N-].[Na+].[Cl-].[NH4+].